This data is from Forward reaction prediction with 1.9M reactions from USPTO patents (1976-2016). The task is: Predict the product of the given reaction. Given the reactants [C:1]([O:5][C:6](=[O:19])[NH:7][C:8]12[CH2:17][CH:12]3[CH2:13][CH:14]([CH2:16][CH:10]([CH2:11]3)[CH:9]1[OH:18])[CH2:15]2)([CH3:4])([CH3:3])[CH3:2].CC(OI1(OC(C)=O)(OC(C)=O)OC(=O)C2C=CC=CC1=2)=O, predict the reaction product. The product is: [C:1]([O:5][C:6](=[O:19])[NH:7][C:8]12[CH2:17][CH:12]3[CH2:13][CH:14]([CH2:16][CH:10]([CH2:11]3)[C:9]1=[O:18])[CH2:15]2)([CH3:4])([CH3:2])[CH3:3].